Dataset: Forward reaction prediction with 1.9M reactions from USPTO patents (1976-2016). Task: Predict the product of the given reaction. (1) Given the reactants FC(F)(F)S(O[C:7]1[C:12]2[CH:13]=[N:14][N:15](C3CCCCO3)[C:11]=2[CH:10]=[C:9]([C:22]2[CH:27]=[C:26]([F:28])[C:25]([O:29]COCC[Si](C)(C)C)=[CH:24][C:23]=2[CH2:38][CH3:39])[N:8]=1)(=O)=O.[CH2:42]([N:44]([C:49]1[CH:54]=[CH:53][CH:52]=[CH:51][C:50]=1[CH2:55][NH:56][CH3:57])[S:45]([CH3:48])(=[O:47])=[O:46])[CH3:43].C(=O)([O-])[O-].[Cs+].[Cs+].C1C=CC(P(C2C(C3C(P(C4C=CC=CC=4)C4C=CC=CC=4)=CC=C4C=3C=CC=C4)=C3C(C=CC=C3)=CC=2)C2C=CC=CC=2)=CC=1.[CH][Cl:111], predict the reaction product. The product is: [ClH:111].[CH2:42]([N:44]([C:49]1[CH:54]=[CH:53][CH:52]=[CH:51][C:50]=1[CH2:55][N:56]([C:7]1[C:12]2[CH:13]=[N:14][NH:15][C:11]=2[CH:10]=[C:9]([C:22]2[CH:27]=[C:26]([F:28])[C:25]([OH:29])=[CH:24][C:23]=2[CH2:38][CH3:39])[N:8]=1)[CH3:57])[S:45]([CH3:48])(=[O:47])=[O:46])[CH3:43]. (2) The product is: [Cl:17][C:18]1[CH:26]=[CH:25][C:21]([C:22]([NH:8][C:7]2[CH:6]=[CH:5][C:4]([C:9]3[CH:14]=[CH:13][C:12]([F:15])=[CH:11][C:10]=3[F:16])=[CH:3][C:2]=2[F:1])=[O:23])=[CH:20][N:19]=1. Given the reactants [F:1][C:2]1[CH:3]=[C:4]([C:9]2[CH:14]=[CH:13][C:12]([F:15])=[CH:11][C:10]=2[F:16])[CH:5]=[CH:6][C:7]=1[NH2:8].[Cl:17][C:18]1[CH:26]=[CH:25][C:21]([C:22](Cl)=[O:23])=[CH:20][N:19]=1.ClC1C=CC(C(NC2C=CC(I)=C(C)C=2)=O)=CN=1, predict the reaction product. (3) Given the reactants [Cl-].C[Al+]C.CCCCCC.[NH2:11][C:12]1[CH:17]=[CH:16][C:15]([I:18])=[CH:14][C:13]=1[S:19]([NH2:22])(=[O:21])=[O:20].[C:23]([C:25]1[C:26](=[O:41])[N:27]([CH2:36][CH2:37][CH:38]([CH3:40])[CH3:39])[C:28]2[C:33]([C:34]=1[OH:35])=[CH:32][CH:31]=[CH:30][CH:29]=2)#N.[OH-].[Na+].Cl, predict the reaction product. The product is: [OH:35][C:34]1[C:33]2[C:28](=[CH:29][CH:30]=[CH:31][CH:32]=2)[N:27]([CH2:36][CH2:37][CH:38]([CH3:39])[CH3:40])[C:26](=[O:41])[C:25]=1[C:23]1[NH:11][C:12]2[CH:17]=[CH:16][C:15]([I:18])=[CH:14][C:13]=2[S:19](=[O:21])(=[O:20])[N:22]=1.